This data is from Forward reaction prediction with 1.9M reactions from USPTO patents (1976-2016). The task is: Predict the product of the given reaction. Given the reactants [N:1]([C@@H:4]1[CH2:8][N:7]([CH2:9][C:10]2[CH:15]=[CH:14][CH:13]=[CH:12][CH:11]=2)[CH2:6][C@H:5]1[NH:16][C:17](=[O:23])[O:18][C:19]([CH3:22])([CH3:21])[CH3:20])=[N+]=[N-].C1C=CC(P(C2C=CC=CC=2)C2C=CC=CC=2)=CC=1.O.Cl, predict the reaction product. The product is: [NH2:1][C@@H:4]1[CH2:8][N:7]([CH2:9][C:10]2[CH:15]=[CH:14][CH:13]=[CH:12][CH:11]=2)[CH2:6][C@H:5]1[NH:16][C:17](=[O:23])[O:18][C:19]([CH3:21])([CH3:20])[CH3:22].